Dataset: Forward reaction prediction with 1.9M reactions from USPTO patents (1976-2016). Task: Predict the product of the given reaction. Given the reactants [CH3:1][O:2][CH2:3][O:4][C:5]1[CH:10]=[CH:9][C:8]([C:11]2[N:16]=[C:15]3[N:17]([CH:21]4[CH2:26][CH2:25][CH2:24][CH2:23][O:22]4)[N:18]=[C:19]([CH3:20])[C:14]3=[C:13]([CH2:27][OH:28])[CH:12]=2)=[CH:7][CH:6]=1.C(N(CC)CC)C.[CH3:36][S:37](Cl)(=[O:39])=[O:38].O, predict the reaction product. The product is: [CH3:1][O:2][CH2:3][O:4][C:5]1[CH:10]=[CH:9][C:8]([C:11]2[N:16]=[C:15]3[N:17]([CH:21]4[CH2:26][CH2:25][CH2:24][CH2:23][O:22]4)[N:18]=[C:19]([CH3:20])[C:14]3=[C:13]([CH2:27][O:28][S:37]([CH3:36])(=[O:39])=[O:38])[CH:12]=2)=[CH:7][CH:6]=1.